From a dataset of Reaction yield outcomes from USPTO patents with 853,638 reactions. Predict the reaction yield, written as a fraction of the theoretical maximum amount of product (1.0 means a 100% yield; for example, 0.34 means a 34% yield). (1) The reactants are Cl.O1CCOCC1.[Cl:8][C:9]1[N:14]=[C:13]([C:15]2[S:19][C:18]([N:20]3[CH2:25][CH2:24][N:23](C(OC(C)(C)C)=O)[CH2:22][CH2:21]3)=[N:17][C:16]=2[C:33]2[CH:38]=[CH:37][CH:36]=[C:35]([NH:39][S:40]([C:43]3[CH:48]=[C:47]([F:49])[CH:46]=[CH:45][C:44]=3[F:50])(=[O:42])=[O:41])[C:34]=2[F:51])[CH:12]=[CH:11][N:10]=1. The catalyst is C(Cl)Cl.CO. The product is [Cl:8][C:9]1[N:14]=[C:13]([C:15]2[S:19][C:18]([N:20]3[CH2:25][CH2:24][NH:23][CH2:22][CH2:21]3)=[N:17][C:16]=2[C:33]2[C:34]([F:51])=[C:35]([NH:39][S:40]([C:43]3[CH:48]=[C:47]([F:49])[CH:46]=[CH:45][C:44]=3[F:50])(=[O:42])=[O:41])[CH:36]=[CH:37][CH:38]=2)[CH:12]=[CH:11][N:10]=1. The yield is 1.00. (2) The reactants are [OH:1][C:2]1[C:11]([OH:12])=[CH:10][C:9]2[C:4](=[CH:5][CH:6]=[CH:7][CH:8]=2)[N:3]=1.Cl[C:14]1[C:23]2[C:18](=[CH:19][C:20]([O:26][CH3:27])=[C:21]([O:24][CH3:25])[CH:22]=2)[N:17]=[CH:16][CH:15]=1.O. The catalyst is CN(C)C1C=CN=CC=1.ClC1C=CC=CC=1Cl. The product is [CH3:25][O:24][C:21]1[CH:22]=[C:23]2[C:18](=[CH:19][C:20]=1[O:26][CH3:27])[N:17]=[CH:16][CH:15]=[C:14]2[O:12][C:11]1[C:2]([OH:1])=[N:3][C:4]2[C:9]([CH:10]=1)=[CH:8][CH:7]=[CH:6][CH:5]=2. The yield is 0.770. (3) The reactants are Cl.[Cl:2][C:3]1[CH:12]=[C:11]([O:13][CH3:14])[C:10]([NH:15][NH2:16])=[CH:9][C:4]=1[C:5]([O:7][CH3:8])=[O:6].CO[CH:19](OC)[CH2:20][CH:21](OC)OC. The catalyst is C(O)C. The product is [Cl:2][C:3]1[CH:12]=[C:11]([O:13][CH3:14])[C:10]([N:15]2[CH:21]=[CH:20][CH:19]=[N:16]2)=[CH:9][C:4]=1[C:5]([O:7][CH3:8])=[O:6]. The yield is 0.570. (4) The reactants are [CH3:1][O:2][C:3]1[CH:4]=[C:5]([C:11]2[N:12]=[C:13]([NH:23][CH2:24][CH3:25])[S:14][C:15]=2[C:16]2[CH:21]=[CH:20][N:19]=[C:18](Cl)[N:17]=2)[CH:6]=[C:7]([O:9][CH3:10])[CH:8]=1.[F:26][C:27]1[CH:28]=[C:29]([NH2:39])[CH:30]=[CH:31][C:32]=1[N:33]1[CH2:38][CH2:37][O:36][CH2:35][CH2:34]1. The catalyst is C(O)C(F)(F)F. The product is [F:26][C:27]1[CH:28]=[C:29]([NH2:39])[CH:30]=[CH:31][C:32]=1[N:33]1[CH2:34][CH2:35][O:36][CH2:37][CH2:38]1.[CH3:1][O:2][C:3]1[CH:4]=[C:5]([C:11]2[N:12]=[C:13]([NH:23][CH2:24][CH3:25])[S:14][C:15]=2[C:16]2[CH:21]=[CH:20][N:19]=[C:18]([NH:39][C:29]3[CH:30]=[CH:31][C:32]([N:33]4[CH2:34][CH2:35][O:36][CH2:37][CH2:38]4)=[C:27]([F:26])[CH:28]=3)[N:17]=2)[CH:6]=[C:7]([O:9][CH3:10])[CH:8]=1. The yield is 0.390.